From a dataset of Full USPTO retrosynthesis dataset with 1.9M reactions from patents (1976-2016). Predict the reactants needed to synthesize the given product. (1) The reactants are: [OH:1][C:2]1[CH:10]=[CH:9][C:5]([C:6]([OH:8])=O)=[CH:4][CH:3]=1.[NH:11]1[CH2:16][CH2:15][CH2:14][C@@H:13]2[C:17]3[CH:18]=[CH:19][CH:20]=[CH:21][C:22]=3[CH2:23][C@H:12]12.F[P-](F)(F)(F)(F)F.N1(OC(N(C)C)=[N+](C)C)C2N=CC=CC=2N=N1. Given the product [N:11]1([C:6]([C:5]2[CH:4]=[CH:3][C:2]([OH:1])=[CH:10][CH:9]=2)=[O:8])[CH2:16][CH2:15][CH2:14][C@@H:13]2[C:17]3[CH:18]=[CH:19][CH:20]=[CH:21][C:22]=3[CH2:23][C@H:12]12, predict the reactants needed to synthesize it. (2) The reactants are: Cl.Cl.[CH:3]1([CH2:9][NH:10][NH2:11])[CH2:8][CH2:7][CH2:6][CH2:5][CH2:4]1.C([O:14][C:15](=O)[CH2:16][C:17]([CH3:19])=O)C. Given the product [CH:3]1([CH2:9][N:10]2[C:15](=[O:14])[CH2:16][C:17]([CH3:19])=[N:11]2)[CH2:8][CH2:7][CH2:6][CH2:5][CH2:4]1, predict the reactants needed to synthesize it. (3) The reactants are: C(OC1C=C(F)C=C2C=1C(CC(N1CC3C(=CC=CC=3)C1)=O)=C[N:13]2CC)C1C=CC=CC=1.[CH2:33]([N:36]1[C:44]2[C:39](=[C:40]3[O:48][CH2:47][CH2:46][O:45][C:41]3=[CH:42][CH:43]=2)[C:38]([CH2:49][C:50]([OH:52])=O)=[CH:37]1)[CH2:34][CH3:35]. Given the product [CH2:33]([N:36]1[C:44]2[C:39](=[C:40]3[O:48][CH2:47][CH2:46][O:45][C:41]3=[CH:42][CH:43]=2)[C:38]([CH2:49][C:50]([NH2:13])=[O:52])=[CH:37]1)[CH2:34][CH3:35], predict the reactants needed to synthesize it. (4) Given the product [OH:11][C:8]1[CH:9]=[CH:10][C:2]([I:21])=[C:3]([CH:7]=1)[C:4]([OH:6])=[O:5], predict the reactants needed to synthesize it. The reactants are: N[C:2]1[CH:10]=[CH:9][C:8]([OH:11])=[CH:7][C:3]=1[C:4]([OH:6])=[O:5].S(=O)(=O)(O)O.N([O-])=O.[Na+].[I-:21].[K+]. (5) Given the product [CH3:1][C:2]1[N:6]=[C:5]([C:7]2[C:8]3[CH2:25][CH2:24][CH2:23][C:9]=3[S:10][C:11]=2[NH:12][C:13]([C:15]2[CH2:26][CH2:19][CH2:18][CH2:17][C:16]=2[C:20]([OH:22])=[O:21])=[O:14])[O:4][N:3]=1, predict the reactants needed to synthesize it. The reactants are: [CH3:1][C:2]1[N:6]=[C:5]([C:7]2[C:8]3[CH2:25][CH2:24][CH2:23][C:9]=3[S:10][C:11]=2[NH:12][C:13]([C:15]2[CH2:19][CH2:18][CH2:17][C:16]=2[C:20]([OH:22])=[O:21])=[O:14])[O:4][N:3]=1.[C:26]12C(=O)OC(=O)C=1CCCC2. (6) Given the product [C:7]1([N:13]2[CH:20]=[CH:17][C:18]([NH2:19])=[N:14]2)[CH:12]=[CH:11][CH:10]=[CH:9][CH:8]=1, predict the reactants needed to synthesize it. The reactants are: C(O[K])(C)(C)C.[C:7]1([NH:13][NH2:14])[CH:12]=[CH:11][CH:10]=[CH:9][CH:8]=1.CO[C:17](=[CH2:20])[C:18]#[N:19].